This data is from Catalyst prediction with 721,799 reactions and 888 catalyst types from USPTO. The task is: Predict which catalyst facilitates the given reaction. (1) Reactant: [CH3:1][O:2][C:3]1[C:12]([CH2:13][CH2:14][CH3:15])=[C:11]2[C:6]([CH:7]=[C:8]([C:17]([OH:19])=O)[C:9](=[O:16])[O:10]2)=[CH:5][CH:4]=1.C(N(C(C)C)CC)(C)C.CCCP(=O)=O.C(OCC)(=O)C.[NH2:41][C:42]1[CH:47]=[CH:46][C:45]([S:48]([NH2:51])(=[O:50])=[O:49])=[CH:44][C:43]=1[CH3:52]. Product: [NH2:51][S:48]([C:45]1[CH:46]=[CH:47][C:42]([NH:41][C:17]([C:8]2[C:9](=[O:16])[O:10][C:11]3[C:6]([CH:7]=2)=[CH:5][CH:4]=[C:3]([O:2][CH3:1])[C:12]=3[CH2:13][CH2:14][CH3:15])=[O:19])=[C:43]([CH3:52])[CH:44]=1)(=[O:49])=[O:50]. The catalyst class is: 2. (2) Reactant: [F:1][C:2]1[CH:7]=[CH:6][C:5]([Mg]Br)=[CH:4][CH:3]=1.[Cl:10][CH2:11][C:12]1[CH:20]=[C:19]([C:21]#[N:22])[CH:18]=[CH:17][C:13]=1[C:14](Cl)=[O:15].Cl. Product: [Cl:10][CH2:11][C:12]1[CH:20]=[C:19]([CH:18]=[CH:17][C:13]=1[C:14](=[O:15])[C:5]1[CH:6]=[CH:7][C:2]([F:1])=[CH:3][CH:4]=1)[C:21]#[N:22]. The catalyst class is: 11. (3) The catalyst class is: 1. Product: [CH2:27]([N:34]1[CH2:35][C@H:36]([CH:47]=[CH2:2])[C@@H:37]([C:39]2[CH:44]=[CH:43][C:42]([F:45])=[C:41]([F:46])[CH:40]=2)[CH2:38]1)[C:28]1[CH:33]=[CH:32][CH:31]=[CH:30][CH:29]=1. Reactant: [I-].[CH3:2][P+](C1C=CC=CC=1)(C1C=CC=CC=1)C1C=CC=CC=1.[Li]CCCC.[CH2:27]([N:34]1[CH2:38][C@H:37]([C:39]2[CH:44]=[CH:43][C:42]([F:45])=[C:41]([F:46])[CH:40]=2)[C@@H:36]([CH:47]=O)[CH2:35]1)[C:28]1[CH:33]=[CH:32][CH:31]=[CH:30][CH:29]=1. (4) Reactant: [S:1]1[CH:5]=[C:4]([C:6]([NH:8][NH:9]C(OC(C)(C)C)=O)=[O:7])[N:3]=[CH:2]1.Cl. Product: [S:1]1[CH:5]=[C:4]([C:6]([NH:8][NH2:9])=[O:7])[N:3]=[CH:2]1. The catalyst class is: 12.